This data is from Reaction yield outcomes from USPTO patents with 853,638 reactions. The task is: Predict the reaction yield, written as a fraction of the theoretical maximum amount of product (1.0 means a 100% yield; for example, 0.34 means a 34% yield). (1) The reactants are [CH3:1][C:2]1[C:11]([C:12]([C:14]2[CH:15]=[N:16][N:17]([CH2:20][CH3:21])[C:18]=2[OH:19])=[O:13])=[CH:10][CH:9]=[C:8]2[C:3]=1[CH2:4][CH2:5][CH2:6][S:7]2(=[O:23])=[O:22].ClCCl.C(=O)([O-])[O-].[K+].[K+].[CH2:33]([S:36](Cl)(=[O:38])=[O:37])[CH2:34][CH3:35]. The catalyst is [Cl-].C([N+](CC)(CC)CC)C1C=CC=CC=1.O. The product is [CH3:1][C:2]1[C:11]([C:12]([C:14]2[CH:15]=[N:16][N:17]([CH2:20][CH3:21])[C:18]=2[O:19][S:36]([CH2:33][CH2:34][CH3:35])(=[O:38])=[O:37])=[O:13])=[CH:10][CH:9]=[C:8]2[C:3]=1[CH2:4][CH2:5][CH2:6][S:7]2(=[O:23])=[O:22]. The yield is 0.480. (2) The reactants are [CH3:1][C:2]1[N:3]([C:7]2[CH:12]=[CH:11][C:10]([NH:13][C:14]3[N:15]=[C:16]([NH:24][CH2:25][CH:26]4[CH2:31][CH2:30][O:29][CH2:28][CH2:27]4)[C:17]4[CH2:23][NH:22][CH2:21][CH2:20][C:18]=4[N:19]=3)=[CH:9][CH:8]=2)[CH:4]=[CH:5][N:6]=1.[C:32](O)(=O)C.C=O.C([BH3-])#N.[Na+]. The catalyst is CO. The product is [CH3:32][N:22]1[CH2:21][CH2:20][C:18]2[N:19]=[C:14]([NH:13][C:10]3[CH:11]=[CH:12][C:7]([N:3]4[CH:4]=[CH:5][N:6]=[C:2]4[CH3:1])=[CH:8][CH:9]=3)[N:15]=[C:16]([NH:24][CH2:25][CH:26]3[CH2:31][CH2:30][O:29][CH2:28][CH2:27]3)[C:17]=2[CH2:23]1. The yield is 0.324. (3) The reactants are C(OC([N:8]1[CH2:13][CH2:12][N:11]([CH:14]2[CH:18]([OH:19])[CH2:17][N:16]([C:20](=[O:28])[C:21]3[CH:26]=[CH:25][C:24]([Cl:27])=[CH:23][CH:22]=3)[CH2:15]2)[CH2:10][CH2:9]1)=O)(C)(C)C.C([O-])(=O)C.[NH4+]. No catalyst specified. The product is [Cl:27][C:24]1[CH:25]=[CH:26][C:21]([C:20]([N:16]2[CH2:15][CH:14]([N:11]3[CH2:12][CH2:13][NH:8][CH2:9][CH2:10]3)[CH:18]([OH:19])[CH2:17]2)=[O:28])=[CH:22][CH:23]=1. The yield is 0.990. (4) The reactants are [CH3:1][O:2][C:3]1[CH:4]=[C:5]([C:9]2(O)[CH2:14][CH2:13][CH2:12][CH2:11][CH2:10]2)[CH:6]=[CH:7][CH:8]=1.[N-:16]=[N+:17]=[N-:18].[Na+].C(O)(C(F)(F)F)=O. The catalyst is C(Cl)Cl. The product is [N:16]([C:9]1([C:5]2[CH:6]=[CH:7][CH:8]=[C:3]([O:2][CH3:1])[CH:4]=2)[CH2:14][CH2:13][CH2:12][CH2:11][CH2:10]1)=[N+:17]=[N-:18]. The yield is 0.850.